Dataset: Forward reaction prediction with 1.9M reactions from USPTO patents (1976-2016). Task: Predict the product of the given reaction. (1) Given the reactants [CH3:1][C@@:2]1([OH:8])[CH2:7][CH2:6][CH2:5][CH:4]=[CH:3]1.CN(C=O)C.N1C=NCC=1.[C:19]([Si:23]([CH3:26])([CH3:25])Cl)([CH3:22])([CH3:21])[CH3:20], predict the reaction product. The product is: [C:19]([Si:23]([CH3:26])([CH3:25])[O:8][C@:2]1([CH3:1])[CH2:7][CH2:6][CH2:5][CH:4]=[CH:3]1)([CH3:22])([CH3:21])[CH3:20]. (2) Given the reactants C[O:2][C:3]([C:5]1[N:6]=[CH:7][C:8]2[C:13]([CH:14]=1)=[CH:12][C:11]([F:15])=[CH:10][CH:9]=2)=O.[NH2:16][NH2:17], predict the reaction product. The product is: [F:15][C:11]1[CH:12]=[C:13]2[C:8](=[CH:9][CH:10]=1)[CH:7]=[N:6][C:5]([C:3]([NH:16][NH2:17])=[O:2])=[CH:14]2. (3) The product is: [CH3:19][C:16]1[O:15][C:14]([CH:11]2[CH2:12][CH2:13][NH:8][CH2:9][CH2:10]2)=[N:18][CH:17]=1. Given the reactants C([N:8]1[CH2:13][CH:12]=[C:11]([C:14]2[O:15][C:16]([CH3:19])=[CH:17][N:18]=2)[CH2:10][CH2:9]1)C1C=CC=CC=1, predict the reaction product. (4) The product is: [C:1]1([CH3:16])[CH:6]=[C:5]([CH3:7])[CH:4]=[C:3]([CH3:8])[C:2]=1[C:9]1[C:14]([NH:15][C:17](=[C:20]2[CH2:25][CH2:24][O:23][C:21]2=[O:22])[CH3:18])=[CH:13][CH:12]=[CH:11][N:10]=1. Given the reactants [C:1]1([CH3:16])[CH:6]=[C:5]([CH3:7])[CH:4]=[C:3]([CH3:8])[C:2]=1[C:9]1[C:14]([NH2:15])=[CH:13][CH:12]=[CH:11][N:10]=1.[C:17]([CH:20]1[CH2:25][CH2:24][O:23][C:21]1=[O:22])(=O)[CH3:18], predict the reaction product. (5) Given the reactants [CH3:1][C@H:2]1[CH2:7][NH:6][CH2:5][CH2:4][N:3]1[C:8]([O:10][C:11]([CH3:14])([CH3:13])[CH3:12])=[O:9].Br[C:16]1[CH:17]=[C:18]2[N:27]([CH3:28])[CH:26]=[CH:25][C:19]2=[N:20][C:21]=1[C@@H:22]([NH2:24])[CH3:23].CC([O-])(C)C.[K+].C([O-])(O)=O.[Na+], predict the reaction product. The product is: [NH2:24][C@H:22]([C:21]1[N:20]=[C:19]2[CH:25]=[CH:26][N:27]([CH3:28])[C:18]2=[CH:17][C:16]=1[N:6]1[CH2:5][CH2:4][N:3]([C:8]([O:10][C:11]([CH3:13])([CH3:12])[CH3:14])=[O:9])[C@@H:2]([CH3:1])[CH2:7]1)[CH3:23]. (6) Given the reactants C[O-].[Na+].[H-].[Al+3].[Li+].[H-].[H-].[H-].[C:10]1([C:16]2[N:21]=[CH:20][C:19]([C:22]#[C:23][CH2:24][OH:25])=[CH:18][CH:17]=2)[CH:15]=[CH:14][CH:13]=[CH:12][CH:11]=1.C(OCC)(=O)C.[I:32][C:33]1[CH:38]=[CH:37][C:36](I)=[CH:35][CH:34]=1.O1C=CC=C1P(C1OC=CC=1)C1OC=CC=1, predict the reaction product. The product is: [I:32][C:33]1[CH:38]=[CH:37][C:36](/[C:22](/[C:19]2[CH:20]=[N:21][C:16]([C:10]3[CH:15]=[CH:14][CH:13]=[CH:12][CH:11]=3)=[CH:17][CH:18]=2)=[CH:23]\[CH2:24][OH:25])=[CH:35][CH:34]=1. (7) The product is: [CH3:1][C:2]1([S:18]([C:21]2[CH:26]=[CH:25][CH:24]=[C:23]([C:27]([F:29])([F:30])[F:28])[CH:22]=2)(=[O:19])=[O:20])[CH2:7][CH2:6][O:5][CH:4]([C:8]2[CH:15]=[C:14]([S:33]([CH3:37])(=[O:35])=[O:34])[CH:13]=[CH:12][C:9]=2[C:10]#[N:11])[CH2:3]1. Given the reactants [CH3:1][C:2]1([S:18]([C:21]2[CH:26]=[CH:25][CH:24]=[C:23]([C:27]([F:30])([F:29])[F:28])[CH:22]=2)(=[O:20])=[O:19])[CH2:7][CH2:6][O:5][CH:4]([C:8]2[CH:15]=[C:14](SC)[CH:13]=[CH:12][C:9]=2[C:10]#[N:11])[CH2:3]1.OO[S:33]([O-:35])=[O:34].[K+].[CH3:37]O, predict the reaction product.